This data is from TCR-epitope binding with 47,182 pairs between 192 epitopes and 23,139 TCRs. The task is: Binary Classification. Given a T-cell receptor sequence (or CDR3 region) and an epitope sequence, predict whether binding occurs between them. (1) The epitope is VLQAVGACV. The TCR CDR3 sequence is CASSQVPGLRNEQFF. Result: 0 (the TCR does not bind to the epitope). (2) The epitope is LLQTGIHVRVSQPSL. The TCR CDR3 sequence is CASKEGRLAANTGELFF. Result: 1 (the TCR binds to the epitope). (3) The epitope is NLNESLIDL. The TCR CDR3 sequence is CASSQDSDGWTNEQFF. Result: 0 (the TCR does not bind to the epitope). (4) The epitope is KLFIRQEEV. The TCR CDR3 sequence is CASRSRVEQNTGELFF. Result: 0 (the TCR does not bind to the epitope). (5) The epitope is MMISAGFSL. The TCR CDR3 sequence is CASSSRLAGTYNEQFF. Result: 1 (the TCR binds to the epitope). (6) The epitope is ILGLPTQTV. The TCR CDR3 sequence is CSVDRGTGELFF. Result: 0 (the TCR does not bind to the epitope).